From a dataset of Full USPTO retrosynthesis dataset with 1.9M reactions from patents (1976-2016). Predict the reactants needed to synthesize the given product. Given the product [Cl:1][C:2]1[CH:3]=[C:4]2[C:9](=[CH:10][CH:11]=1)[N:8]=[C:7]([O:12][CH3:13])[C:6]([NH:14][C:15]([N:31]1[CH2:30][CH2:29][N:28]([C:25]3[CH:24]=[CH:23][C:22]([O:21][CH3:20])=[CH:27][CH:26]=3)[CH2:33][CH2:32]1)=[O:19])=[N:5]2, predict the reactants needed to synthesize it. The reactants are: [Cl:1][C:2]1[CH:3]=[C:4]2[C:9](=[CH:10][CH:11]=1)[N:8]=[C:7]([O:12][CH3:13])[C:6]([NH:14][C:15](=[O:19])OCC)=[N:5]2.[CH3:20][O:21][C:22]1[CH:27]=[CH:26][C:25]([N:28]2[CH2:33][CH2:32][NH:31][CH2:30][CH2:29]2)=[CH:24][CH:23]=1.